The task is: Predict the reactants needed to synthesize the given product.. This data is from Full USPTO retrosynthesis dataset with 1.9M reactions from patents (1976-2016). (1) Given the product [C:24]([C:26]1[C:43]([N:67]2[CH2:68][CH2:69][N:64]([C:59]3[CH:60]=[CH:61][CH:62]=[CH:63][N:58]=3)[CH2:65][CH2:66]2)=[C:42]([F:45])[CH:41]=[C:28]2[C:27]=1[N:14]([C:11]1[CH:10]=[CH:9][C:8]([CH2:7][N:2]3[CH2:6][CH2:5][CH2:4][CH2:3]3)=[CH:13][CH:12]=1)[CH:37]=[C:31]([C:32]([O:34][CH2:35][CH3:36])=[O:33])[C:29]2=[O:30])#[N:25], predict the reactants needed to synthesize it. The reactants are: Cl.[N:2]1([CH2:7][C:8]2[CH:13]=[CH:12][C:11]([NH2:14])=[CH:10][CH:9]=2)[CH2:6][CH2:5][CH2:4][CH2:3]1.CCN(C(C)C)C(C)C.[C:24]([C:26]1[C:27](F)=[C:28]([CH:41]=[C:42]([F:45])[C:43]=1F)[C:29](/[C:31](=[CH:37]/OCC)/[C:32]([O:34][CH2:35][CH3:36])=[O:33])=[O:30])#[N:25].C1CCN2C(=NCCC2)CC1.[N:58]1[CH:63]=[CH:62][CH:61]=[CH:60][C:59]=1[N:64]1[CH2:69][CH2:68][NH:67][CH2:66][CH2:65]1. (2) Given the product [CH3:2][C:3]1([CH3:27])[CH2:12][CH2:11][C:10]([CH3:13])([CH3:14])[C:9]2[CH:8]=[C:7]([C:15]3[N:16]=[C:17]([N:20]4[CH2:25][CH2:24][CH:23]([NH:26][CH2:33][CH2:32][CH2:31][CH2:30][CH2:29][OH:28])[CH2:22][CH2:21]4)[S:18][CH:19]=3)[CH:6]=[CH:5][C:4]1=2, predict the reactants needed to synthesize it. The reactants are: Cl.[CH3:2][C:3]1([CH3:27])[CH2:12][CH2:11][C:10]([CH3:14])([CH3:13])[C:9]2[CH:8]=[C:7]([C:15]3[N:16]=[C:17]([N:20]4[CH2:25][CH2:24][CH:23]([NH2:26])[CH2:22][CH2:21]4)[S:18][CH:19]=3)[CH:6]=[CH:5][C:4]1=2.[OH:28][CH2:29][CH2:30][CH2:31][CH2:32][CH:33]=O. (3) Given the product [NH2:34][C@H:31]1[CH2:32][CH2:33][C@H:28]([NH:35][C:2]2[CH:3]=[C:4]([NH:21][C:22]3[CH:26]=[CH:25][N:24]([CH3:27])[N:23]=3)[C:5]3[N:6]([C:8]([C:11]([NH:13][C:14]4[CH:19]=[CH:18][N:17]=[CH:16][C:15]=4[F:20])=[O:12])=[CH:9][N:10]=3)[N:7]=2)[CH2:29][CH2:30]1, predict the reactants needed to synthesize it. The reactants are: Cl[C:2]1[CH:3]=[C:4]([NH:21][C:22]2[CH:26]=[CH:25][N:24]([CH3:27])[N:23]=2)[C:5]2[N:6]([C:8]([C:11]([NH:13][C:14]3[CH:19]=[CH:18][N:17]=[CH:16][C:15]=3[F:20])=[O:12])=[CH:9][N:10]=2)[N:7]=1.[C@H:28]1([NH2:35])[CH2:33][CH2:32][C@H:31]([NH2:34])[CH2:30][CH2:29]1. (4) Given the product [CH2:18]([CH:20]([CH2:23][CH2:24][CH2:25][CH3:26])[CH2:21][O:1][C:2]1[N:3]=[C:4]([C:8]2[CH:9]=[CH:10][C:11]([C:14]([OH:16])=[O:15])=[CH:12][CH:13]=2)[S:5][C:6]=1[CH3:7])[CH3:19], predict the reactants needed to synthesize it. The reactants are: [OH:1][C:2]1[N:3]=[C:4]([C:8]2[CH:13]=[CH:12][C:11]([C:14]([O:16]C)=[O:15])=[CH:10][CH:9]=2)[S:5][C:6]=1[CH3:7].[CH2:18]([CH:20]([CH2:23][CH2:24][CH2:25][CH3:26])[CH2:21]Br)[CH3:19].